From a dataset of Reaction yield outcomes from USPTO patents with 853,638 reactions. Predict the reaction yield, written as a fraction of the theoretical maximum amount of product (1.0 means a 100% yield; for example, 0.34 means a 34% yield). (1) The reactants are [NH2:1][C:2]1[CH:3]=[CH:4][C:5]([O:18][C:19]([F:22])([F:21])[F:20])=[C:6]([NH:8][C:9](=[O:17])[CH2:10][N:11]2[CH2:16][CH2:15][O:14][CH2:13][CH2:12]2)[CH:7]=1.[C:23]1([C:32]2[CH:37]=[CH:36][CH:35]=[CH:34][CH:33]=2)[CH:28]=[CH:27][C:26]([C:29](O)=[O:30])=[CH:25][CH:24]=1.F[P-](F)(F)(F)(F)F.N1(O[P+](N2CCCC2)(N2CCCC2)N2CCCC2)C2C=CC=CC=2N=N1.C(N(C(C)C)CC)(C)C. The catalyst is CN(C=O)C. The product is [N:11]1([CH2:10][C:9]([NH:8][C:6]2[CH:7]=[C:2]([NH:1][C:29]([C:26]3[CH:27]=[CH:28][C:23]([C:32]4[CH:33]=[CH:34][CH:35]=[CH:36][CH:37]=4)=[CH:24][CH:25]=3)=[O:30])[CH:3]=[CH:4][C:5]=2[O:18][C:19]([F:21])([F:22])[F:20])=[O:17])[CH2:12][CH2:13][O:14][CH2:15][CH2:16]1. The yield is 0.340. (2) The reactants are [F:1][C:2]1[CH:7]=[C:6]([F:8])[CH:5]=[CH:4][C:3]=1[S:9][C:10]1[CH:11]=[CH:12][C:13]2[N:14]([C:16]([C:19]3[CH:27]=[CH:26][C:22]([C:23]([NH2:25])=[O:24])=[CH:21][CH:20]=3)=[N:17][N:18]=2)[CH:15]=1.[CH3:28]N. No catalyst specified. The product is [F:1][C:2]1[CH:7]=[C:6]([F:8])[CH:5]=[CH:4][C:3]=1[S:9][C:10]1[CH:11]=[CH:12][C:13]2[N:14]([C:16]([C:19]3[CH:27]=[CH:26][C:22]([C:23]([NH:25][CH3:28])=[O:24])=[CH:21][CH:20]=3)=[N:17][N:18]=2)[CH:15]=1. The yield is 0.330. (3) The reactants are [H-].[Al+3].[Li+].[H-].[H-].[H-].[N:7]1[CH:12]=[CH:11][C:10]([CH2:13][CH2:14][C:15](=[N:17]O)[CH3:16])=[CH:9][CH:8]=1.[OH-].[Na+].C(=O)(OC(C)(C)C)OC(C)(C)C. The catalyst is CCOCC.C(Cl)(Cl)Cl.C(OCC)(=O)C. The product is [NH2:17][CH:15]([CH3:16])[CH2:14][CH2:13][C:10]1[CH:9]=[CH:8][N:7]=[CH:12][CH:11]=1. The yield is 0.320. (4) The reactants are [CH3:1][C:2]1([CH3:11])[N:7]([O])[C:6]([CH3:10])([CH3:9])[CH2:5][CH2:4][CH2:3]1.[C:12]([O:16]N=O)(C)([CH3:14])[CH3:13].O.N[C:21]1[CH:26]=CC=C[CH:22]=1. The catalyst is N1C=CC=CC=1.[Fe]. The product is [O:16]([N:7]1[C:2]([CH3:11])([CH3:1])[CH2:3][CH2:4][CH2:5][C:6]1([CH3:10])[CH3:9])[C:12]1[CH:14]=[CH:26][CH:21]=[CH:22][CH:13]=1. The yield is 0.722. (5) The reactants are [C:1]([O:10]C)(=O)[C:2]1[C:3](=[CH:5][CH:6]=[CH:7][CH:8]=1)[SH:4].[C:12]([C:14]1[CH:25]=[CH:24][C:17]([C:18]([NH:20][CH2:21][CH2:22][CH3:23])=[O:19])=[CH:16][N:15]=1)#[N:13].C(N(CC)CC)C. The catalyst is C1(C)C=CC=CC=1. The product is [O:10]=[C:1]1[C:2]2[CH:8]=[CH:7][CH:6]=[CH:5][C:3]=2[S:4][C:12]([C:14]2[CH:25]=[CH:24][C:17]([C:18]([NH:20][CH2:21][CH2:22][CH3:23])=[O:19])=[CH:16][N:15]=2)=[N:13]1. The yield is 0.670. (6) The reactants are Cl[C:2]1[CH:3]=[C:4]([N:13]([CH:23]2[CH2:25][CH2:24]2)[CH2:14][C:15]2[CH:20]=[CH:19][C:18]([O:21][CH3:22])=[CH:17][CH:16]=2)[C:5]2[N:6]([C:8]([C:11]#[N:12])=[CH:9][N:10]=2)[N:7]=1.[CH2:26]([N:28]([CH2:36][CH3:37])[C:29]1[CH:34]=[CH:33][C:32]([NH2:35])=[CH:31][CH:30]=1)[CH3:27].CN1C(=O)CCC1. The catalyst is CO. The product is [CH:23]1([N:13]([CH2:14][C:15]2[CH:20]=[CH:19][C:18]([O:21][CH3:22])=[CH:17][CH:16]=2)[C:4]2[C:5]3[N:6]([C:8]([C:11]#[N:12])=[CH:9][N:10]=3)[N:7]=[C:2]([NH:35][C:32]3[CH:31]=[CH:30][C:29]([N:28]([CH2:36][CH3:37])[CH2:26][CH3:27])=[CH:34][CH:33]=3)[CH:3]=2)[CH2:25][CH2:24]1. The yield is 0.0900.